The task is: Regression/Classification. Given a drug SMILES string, predict its absorption, distribution, metabolism, or excretion properties. Task type varies by dataset: regression for continuous measurements (e.g., permeability, clearance, half-life) or binary classification for categorical outcomes (e.g., BBB penetration, CYP inhibition). Dataset: cyp2c19_veith.. This data is from CYP2C19 inhibition data for predicting drug metabolism from PubChem BioAssay. (1) The compound is Cc1ccccc1-c1ccc2ncnc(-n3ccnc3)c2c1. The result is 1 (inhibitor). (2) The molecule is CN1CCc2c(c3ccccc3n2C)C1.Cl. The result is 0 (non-inhibitor).